Predict the reactants needed to synthesize the given product. From a dataset of Full USPTO retrosynthesis dataset with 1.9M reactions from patents (1976-2016). (1) Given the product [CH3:13][C:6]1([CH3:14])[C:5]2[C:10](=[CH:11][C:2]([B:15]3[O:19][C:18]([CH3:21])([CH3:20])[C:17]([CH3:23])([CH3:22])[O:16]3)=[CH:3][CH:4]=2)[C:9](=[O:12])[CH2:8][CH2:7]1, predict the reactants needed to synthesize it. The reactants are: Br[C:2]1[CH:11]=[C:10]2[C:5]([C:6]([CH3:14])([CH3:13])[CH2:7][CH2:8][C:9]2=[O:12])=[CH:4][CH:3]=1.[B:15]1([B:15]2[O:19][C:18]([CH3:21])([CH3:20])[C:17]([CH3:23])([CH3:22])[O:16]2)[O:19][C:18]([CH3:21])([CH3:20])[C:17]([CH3:23])([CH3:22])[O:16]1. (2) Given the product [CH3:1][C:2]1[N:20]([CH2:21][C:22]2[C:31]3[C:26](=[CH:27][CH:28]=[CH:29][CH:30]=3)[CH:25]=[CH:24][CH:23]=2)[C:5]2=[N:6][C:7]([N:14]3[CH2:19][CH2:18][O:17][CH2:16][CH2:15]3)=[CH:8][C:9]([C:10]([OH:12])=[O:11])=[C:4]2[N:3]=1, predict the reactants needed to synthesize it. The reactants are: [CH3:1][C:2]1[N:20]([CH2:21][C:22]2[C:31]3[C:26](=[CH:27][CH:28]=[CH:29][CH:30]=3)[CH:25]=[CH:24][CH:23]=2)[C:5]2=[N:6][C:7]([N:14]3[CH2:19][CH2:18][O:17][CH2:16][CH2:15]3)=[CH:8][C:9]([C:10]([O:12]C)=[O:11])=[C:4]2[N:3]=1. (3) The reactants are: [C:1]([CH:3]([C:17]1[CH:22]=[CH:21][C:20]([F:23])=[C:19]([F:24])[CH:18]=1)[CH:4]([C:10]1[CH:11]=[N:12][CH:13]=[C:14]([F:16])[CH:15]=1)[CH2:5][C:6]([O:8][CH3:9])=[O:7])#[N:2]. Given the product [C:1]([C@H:3]([C:17]1[CH:22]=[CH:21][C:20]([F:23])=[C:19]([F:24])[CH:18]=1)[C@@H:4]([C:10]1[CH:11]=[N:12][CH:13]=[C:14]([F:16])[CH:15]=1)[CH2:5][C:6]([O:8][CH3:9])=[O:7])#[N:2], predict the reactants needed to synthesize it. (4) Given the product [CH3:17][NH:1][C:2]1[CH:11]=[CH:10][C:5]([C:6]([O:8][CH3:9])=[O:7])=[CH:4][C:3]=1[N+:12]([O-:14])=[O:13], predict the reactants needed to synthesize it. The reactants are: [NH2:1][C:2]1[CH:11]=[CH:10][C:5]([C:6]([O:8][CH3:9])=[O:7])=[CH:4][C:3]=1[N+:12]([O-:14])=[O:13].[OH-].[Na+].[C:17](=O)([O-])[O-].[K+].[K+].COS(=O)(=O)OC. (5) Given the product [Br:1][C:2]1[CH:3]=[CH:4][C:5]2[O:9][C:8]([C:10]([OH:12])=[O:11])=[C:7]([CH3:15])[C:6]=2[CH:16]=1, predict the reactants needed to synthesize it. The reactants are: [Br:1][C:2]1[CH:3]=[CH:4][C:5]2[O:9][C:8]([C:10]([O:12]CC)=[O:11])=[C:7]([CH3:15])[C:6]=2[CH:16]=1.[OH-].[K+].CO. (6) Given the product [F:21][C:22]([F:26])([F:25])[CH2:23][NH:24][C:17]([C:4]1([CH2:1][CH:2]=[CH2:3])[C:16]2[CH:15]=[CH:14][CH:13]=[CH:12][C:11]=2[C:10]2[C:5]1=[CH:6][CH:7]=[CH:8][CH:9]=2)=[O:18], predict the reactants needed to synthesize it. The reactants are: [CH2:1]([C:4]1([C:17](Cl)=[O:18])[C:16]2[CH:15]=[CH:14][CH:13]=[CH:12][C:11]=2[C:10]2[C:5]1=[CH:6][CH:7]=[CH:8][CH:9]=2)[CH:2]=[CH2:3].Cl.[F:21][C:22]([F:26])([F:25])[CH2:23][NH2:24]. (7) Given the product [Cl:8][C:7]1[C:2]([Cl:1])=[C:3]([S:25](=[O:27])(=[O:26])[NH:28][C@@H:29]([CH3:34])[C:30]([F:31])([F:32])[F:33])[CH:4]=[CH:5][C:6]=1[C:9]1[S:13][C:12]([C:14]2[N:18]=[C:17]([C:19]([OH:22])([CH3:21])[CH3:20])[O:16][N:15]=2)=[N:11][C:10]=1[C:23]([OH:37])=[O:24], predict the reactants needed to synthesize it. The reactants are: [Cl:1][C:2]1[C:7]([Cl:8])=[C:6]([C:9]2[S:13][C:12]([C:14]3[N:18]=[C:17]([C:19]([OH:22])([CH3:21])[CH3:20])[O:16][N:15]=3)=[N:11][C:10]=2[CH2:23][OH:24])[CH:5]=[CH:4][C:3]=1[S:25]([NH:28][C@@H:29]([CH3:34])[C:30]([F:33])([F:32])[F:31])(=[O:27])=[O:26].C(O)(=[O:37])C.C(O)(=O)C.IC1C=CC=CC=1.CC1(C)N([O])C(C)(C)CCC1. (8) Given the product [NH2:1][C:2]1[CH:3]=[C:4]([CH:8]=[CH:9][C:10]=1[NH2:11])[C:5]([O:7][CH2:19][CH2:18][N:12]1[CH2:17][CH2:16][O:15][CH2:14][CH2:13]1)=[O:6], predict the reactants needed to synthesize it. The reactants are: [NH2:1][C:2]1[CH:3]=[C:4]([CH:8]=[CH:9][C:10]=1[NH2:11])[C:5]([OH:7])=[O:6].[N:12]1([CH2:18][CH2:19]O)[CH2:17][CH2:16][O:15][CH2:14][CH2:13]1. (9) Given the product [CH:5]1[C:6]([CH2:7][CH2:8][C:9]2[C:13]3[C:14]([N:16]=[C:17]([NH2:19])[NH:18][C:12]=3[NH:11][CH:10]=2)=[O:15])=[CH:1][CH:2]=[C:3]([C:20]([NH:22][C@H:23]([C:29]([O-:31])=[O:30])[CH2:24][CH2:25][C:26]([O-:28])=[O:27])=[O:21])[CH:4]=1.[OH2:34].[OH2:15].[OH2:15].[OH2:15].[OH2:15].[OH2:15].[OH2:15].[Na+:32].[Na+:32], predict the reactants needed to synthesize it. The reactants are: [CH:1]1[C:6]([CH2:7][CH2:8][C:9]2[C:13]3[C:14]([NH:16][C:17]([NH2:19])=[N:18][C:12]=3[NH:11][CH:10]=2)=[O:15])=[CH:5][CH:4]=[C:3]([C:20]([NH:22][C@@H:23]([C:29]([O-:31])=[O:30])[CH2:24][CH2:25][C:26]([O-:28])=[O:27])=[O:21])[CH:2]=1.[Na+:32].[Na+].[OH2:34]. (10) Given the product [Cl:1][C:2]1[C:3]([C:18]#[N:19])=[CH:4][C:5]([F:17])=[C:6]([CH2:8][CH2:9][C:10]([O:12][C:13]([CH3:16])([CH3:14])[CH3:15])=[O:11])[CH:7]=1, predict the reactants needed to synthesize it. The reactants are: [Cl:1][C:2]1[C:3]([C:18]#[N:19])=[CH:4][C:5]([F:17])=[C:6]([CH:8]=[CH:9][C:10]([O:12][C:13]([CH3:16])([CH3:15])[CH3:14])=[O:11])[CH:7]=1.